Dataset: Forward reaction prediction with 1.9M reactions from USPTO patents (1976-2016). Task: Predict the product of the given reaction. Given the reactants [NH2:1][C:2]1[N:7]=[C:6]([N:8]2[CH2:32][CH2:31][C:11]3([CH2:15][N:14]([C:16]([O:18][CH2:19][C:20]4[CH:25]=[CH:24][CH:23]=[CH:22][CH:21]=4)=[O:17])[C@H:13]([C:26]([O:28]CC)=[O:27])[CH2:12]3)[CH2:10][CH2:9]2)[CH:5]=[C:4]([O:33][C@H:34]([C:39]2[CH:44]=[CH:43][C:42]([Br:45])=[CH:41][C:40]=2[N:46]2[CH:50]=[CH:49][C:48]([CH3:51])=[N:47]2)[C:35]([F:38])([F:37])[F:36])[N:3]=1.O[Li].O.Cl, predict the reaction product. The product is: [NH2:1][C:2]1[N:7]=[C:6]([N:8]2[CH2:9][CH2:10][C:11]3([CH2:12][C@@H:13]([C:26]([OH:28])=[O:27])[N:14]([C:16]([O:18][CH2:19][C:20]4[CH:25]=[CH:24][CH:23]=[CH:22][CH:21]=4)=[O:17])[CH2:15]3)[CH2:31][CH2:32]2)[CH:5]=[C:4]([O:33][C@H:34]([C:39]2[CH:44]=[CH:43][C:42]([Br:45])=[CH:41][C:40]=2[N:46]2[CH:50]=[CH:49][C:48]([CH3:51])=[N:47]2)[C:35]([F:36])([F:38])[F:37])[N:3]=1.